From a dataset of Catalyst prediction with 721,799 reactions and 888 catalyst types from USPTO. Predict which catalyst facilitates the given reaction. (1) Reactant: C[I:2].[C:3]([O:7][C:8]([NH:10][CH:11]([C:23]1[CH:28]=[CH:27][CH:26]=[CH:25][CH:24]=1)[C:12]([O:14][C@@H:15]1[CH:20]2[CH2:21][CH2:22][N:17]([CH2:18][CH2:19]2)[CH2:16]1)=[O:13])=[O:9])([CH3:6])([CH3:5])[CH3:4].[CH3:29]COCC. Product: [I-:2].[C:3]([O:7][C:8]([NH:10][CH:11]([C:23]1[CH:28]=[CH:27][CH:26]=[CH:25][CH:24]=1)[C:12]([O:14][C@@H:15]1[CH:20]2[CH2:21][CH2:22][N+:17]([CH3:29])([CH2:18][CH2:19]2)[CH2:16]1)=[O:13])=[O:9])([CH3:6])([CH3:4])[CH3:5]. The catalyst class is: 13. (2) Reactant: Cl[C:2]1[C:11]([CH3:12])=[C:10]([Cl:13])[C:9]2[C:4](=[CH:5][C:6]([F:15])=[CH:7][C:8]=2[F:14])[N:3]=1.[C:16]1(/[CH:22]=[CH:23]/B(O)O)[CH:21]=[CH:20][CH:19]=[CH:18][CH:17]=1.C(=O)([O-])[O-].[Na+].[Na+].C1(C)C=CC=CC=1. Product: [Cl:13][C:10]1[C:9]2[C:4](=[CH:5][C:6]([F:15])=[CH:7][C:8]=2[F:14])[N:3]=[C:2](/[CH:23]=[CH:22]/[C:16]2[CH:21]=[CH:20][CH:19]=[CH:18][CH:17]=2)[C:11]=1[CH3:12]. The catalyst class is: 103. (3) The catalyst class is: 2. Product: [NH2:1][C:2]1[N:7]=[CH:6][N:5]=[C:4]2[N:8]([CH2:19][CH2:20][N:21]([C:22]3[CH:27]=[CH:26][CH:25]=[CH:24][CH:23]=3)[C:35](=[O:38])[CH:36]=[CH2:37])[N:9]=[C:10]([C:11]3[CH:12]=[C:13]([OH:18])[CH:14]=[C:15]([F:17])[CH:16]=3)[C:3]=12. Reactant: [NH2:1][C:2]1[N:7]=[CH:6][N:5]=[C:4]2[N:8]([CH2:19][CH2:20][NH:21][C:22]3[CH:27]=[CH:26][CH:25]=[CH:24][CH:23]=3)[N:9]=[C:10]([C:11]3[CH:12]=[C:13]([OH:18])[CH:14]=[C:15]([F:17])[CH:16]=3)[C:3]=12.C(N(CC)CC)C.[C:35](Cl)(=[O:38])[CH:36]=[CH2:37].C(=O)(O)[O-].[Na+]. (4) Reactant: [CH:1]([N:14]1[CH2:17][C:16]([CH:19]2[CH2:21][CH2:20]2)([OH:18])[CH2:15]1)([C:8]1[CH:13]=[CH:12][CH:11]=[CH:10][CH:9]=1)[C:2]1[CH:7]=[CH:6][CH:5]=[CH:4][CH:3]=1.[H-].[Na+].[CH3:24]I.O. Product: [CH:1]([N:14]1[CH2:17][C:16]([CH:19]2[CH2:20][CH2:21]2)([O:18][CH3:24])[CH2:15]1)([C:8]1[CH:13]=[CH:12][CH:11]=[CH:10][CH:9]=1)[C:2]1[CH:3]=[CH:4][CH:5]=[CH:6][CH:7]=1. The catalyst class is: 9. (5) Reactant: [CH:1]1[C:14]2[CH:13]([C:15]([OH:17])=O)[C:12]3[C:7](=[CH:8][CH:9]=[CH:10][CH:11]=3)[O:6][C:5]=2[CH:4]=[CH:3][CH:2]=1.CN1CCOCC1.[CH3:25][O:26][C:27]1[CH:28]=[C:29]([N:35]2[CH2:40][CH2:39][NH:38][CH2:37][CH2:36]2)[CH:30]=[C:31]([O:33][CH3:34])[CH:32]=1.F[P-](F)(F)(F)(F)F.N1(O[P+](N(C)C)(N(C)C)N(C)C)C2C=CC=CC=2N=N1. Product: [CH3:25][O:26][C:27]1[CH:28]=[C:29]([N:35]2[CH2:36][CH2:37][N:38]([C:15]([CH:13]3[C:14]4[CH:1]=[CH:2][CH:3]=[CH:4][C:5]=4[O:6][C:7]4[C:12]3=[CH:11][CH:10]=[CH:9][CH:8]=4)=[O:17])[CH2:39][CH2:40]2)[CH:30]=[C:31]([O:33][CH3:34])[CH:32]=1. The catalyst class is: 9. (6) Reactant: [OH:1][CH2:2][C:3]1[NH:7][C:6]([C:8]2[CH:9]=[C:10]([NH:14][C:15](=[O:17])[CH3:16])[CH:11]=[CH:12][CH:13]=2)=[N:5][C:4]=1[CH3:18]. Product: [CH:2]([C:3]1[NH:7][C:6]([C:8]2[CH:9]=[C:10]([NH:14][C:15](=[O:17])[CH3:16])[CH:11]=[CH:12][CH:13]=2)=[N:5][C:4]=1[CH3:18])=[O:1]. The catalyst class is: 725. (7) Reactant: [Br:1][C:2]1[CH:3]=[C:4]2[C:8](=[CH:9][CH:10]=1)[NH:7][CH:6]=[C:5]2[CH:11]=O.[H-].[H-].[H-].[H-].[Li+].[Al+3].[OH-].[Na+]. Product: [Br:1][C:2]1[CH:3]=[C:4]2[C:8](=[CH:9][CH:10]=1)[NH:7][CH:6]=[C:5]2[CH3:11]. The catalyst class is: 1. (8) Reactant: [CH3:1][N:2]1[CH2:7][CH2:6][N:5]([CH:8]2[CH2:13][CH2:12][N:11](C(OC(C)(C)C)=O)[CH2:10][CH2:9]2)[CH2:4][CH2:3]1.[ClH:21]. Product: [ClH:21].[CH3:1][N:2]1[CH2:7][CH2:6][N:5]([CH:8]2[CH2:13][CH2:12][NH:11][CH2:10][CH2:9]2)[CH2:4][CH2:3]1. The catalyst class is: 5.